Predict which catalyst facilitates the given reaction. From a dataset of Catalyst prediction with 721,799 reactions and 888 catalyst types from USPTO. (1) Reactant: C[O:2][C:3]([C:5]1([NH:12][C:13]([C:15]2[CH:16]=[C:17]([C:23]3[C:28]([F:29])=[CH:27][C:26]([O:30][CH3:31])=[C:25]([Cl:32])[C:24]=3[F:33])[C:18]([O:21][CH3:22])=[CH:19][CH:20]=2)=[O:14])[CH2:10][CH2:9][CH:8]([CH3:11])[CH2:7][CH2:6]1)=[O:4].[OH-].[Na+].O1CCOCC1. Product: [Cl:32][C:25]1[C:24]([F:33])=[C:23]([C:17]2[C:18]([O:21][CH3:22])=[CH:19][CH:20]=[C:15]([C:13]([NH:12][C:5]3([C:3]([OH:4])=[O:2])[CH2:10][CH2:9][CH:8]([CH3:11])[CH2:7][CH2:6]3)=[O:14])[CH:16]=2)[C:28]([F:29])=[CH:27][C:26]=1[O:30][CH3:31]. The catalyst class is: 6. (2) Reactant: [H-].[Al+3].[Li+].[H-].[H-].[H-].[F:7][C:8]1[CH:13]=[CH:12][C:11]([N:14]2[CH2:19][CH2:18][N:17]([C:20]([C:22]3[CH:23]=[C:24]4[NH:33][C:32](=[O:34])[C:31]5[C:26](=[CH:27][CH:28]=[CH:29][CH:30]=5)[N:25]4[CH:35]=3)=O)[CH2:16][CH2:15]2)=[CH:10][CH:9]=1.C(OCC)(=O)C.O.O.O.O.C(C(C(C([O-])=O)O)O)([O-])=O.[K+].[Na+]. Product: [F:7][C:8]1[CH:9]=[CH:10][C:11]([N:14]2[CH2:15][CH2:16][N:17]([CH2:20][C:22]3[CH:23]=[C:24]4[NH:33][C:32](=[O:34])[C:31]5[C:26](=[CH:27][CH:28]=[CH:29][CH:30]=5)[N:25]4[CH:35]=3)[CH2:18][CH2:19]2)=[CH:12][CH:13]=1. The catalyst class is: 30. (3) Reactant: [Br:1][C:2]1[S:6][C:5]([CH2:7][C@H:8]([NH:12][C:13]([O:15][C:16]([CH3:19])([CH3:18])[CH3:17])=[O:14])[C:9]([OH:11])=[O:10])=[CH:4][CH:3]=1.[CH3:20]CN(C(C)C)C(C)C.CI.O. Product: [CH3:20][O:10][C:9](=[O:11])[C@@H:8]([NH:12][C:13]([O:15][C:16]([CH3:19])([CH3:18])[CH3:17])=[O:14])[CH2:7][C:5]1[S:6][C:2]([Br:1])=[CH:3][CH:4]=1. The catalyst class is: 3.